This data is from Catalyst prediction with 721,799 reactions and 888 catalyst types from USPTO. The task is: Predict which catalyst facilitates the given reaction. Reactant: [NH2:1][CH2:2][C:3]1[CH:32]=[CH:31][C:6]([CH2:7][NH:8][C:9]([N:11]2[CH2:16][CH2:15][N:14]([C:17](=[O:30])[CH2:18][NH:19][C:20](=[O:29])[O:21][CH2:22][C:23]3[CH:28]=[CH:27][CH:26]=[CH:25][CH:24]=3)[CH2:13][CH2:12]2)=[O:10])=[CH:5][CH:4]=1.CCN(CC)CC.[CH3:40][C:41]([O:44][C:45](O[C:45]([O:44][C:41]([CH3:43])([CH3:42])[CH3:40])=[O:46])=[O:46])([CH3:43])[CH3:42]. Product: [C:41]([O:44][C:45]([NH:1][CH2:2][C:3]1[CH:32]=[CH:31][C:6]([CH2:7][NH:8][C:9]([N:11]2[CH2:12][CH2:13][N:14]([C:17](=[O:30])[CH2:18][NH:19][C:20](=[O:29])[O:21][CH2:22][C:23]3[CH:24]=[CH:25][CH:26]=[CH:27][CH:28]=3)[CH2:15][CH2:16]2)=[O:10])=[CH:5][CH:4]=1)=[O:46])([CH3:43])([CH3:42])[CH3:40]. The catalyst class is: 2.